From a dataset of CYP3A4 inhibition data for predicting drug metabolism from PubChem BioAssay. Regression/Classification. Given a drug SMILES string, predict its absorption, distribution, metabolism, or excretion properties. Task type varies by dataset: regression for continuous measurements (e.g., permeability, clearance, half-life) or binary classification for categorical outcomes (e.g., BBB penetration, CYP inhibition). Dataset: cyp3a4_veith. (1) The molecule is O=C(CSc1nnc(COc2ccccc2)n1-c1ccccc1)c1ccccc1. The result is 1 (inhibitor). (2) The result is 1 (inhibitor). The drug is c1ccc2c(NCCN3CCOCC3)nc(-c3ccc4c(c3)OCO4)nc2c1. (3) The drug is CC(=O)Nc1ccc(S(=O)(=O)N2CCC(N(C)CCC(C)C)CC2)cc1.Cl. The result is 0 (non-inhibitor). (4) The compound is CCCCSc1nc(C)cc(NC(=S)Nc2ccc(OC)cc2)n1. The result is 1 (inhibitor). (5) The compound is COc1ccc(C(N)=O)cc1NC(=O)c1cccc(F)c1. The result is 0 (non-inhibitor). (6) The compound is CCCC[C@@H]1C[C@H]1C(NC(=O)c1ccccc1)c1ccc(C(F)(F)F)cc1. The result is 1 (inhibitor).